From a dataset of Full USPTO retrosynthesis dataset with 1.9M reactions from patents (1976-2016). Predict the reactants needed to synthesize the given product. (1) Given the product [C:37]([O:36][CH2:35][C@@H:29]1[C@@H:30]([O:31][C:32](=[O:34])[CH3:33])[C@H:25]([O:24][C@@H:8]2[C@@H:9]([O:20][C:21](=[O:23])[CH3:22])[C@@H:10]([O:16][C:17](=[O:19])[CH3:18])[C@H:11]([O:12][C:13](=[O:15])[CH3:14])[C@@H:6]([CH2:5][O:4][C:1](=[O:3])[CH3:2])[O:7]2)[C@H:26]([O:44][C:45](=[O:47])[CH3:46])[C@@H:27]([CH2:48][CH:67]=[CH2:68])[O:28]1)(=[O:39])[CH3:38], predict the reactants needed to synthesize it. The reactants are: [C:1]([O:4][CH2:5][C@@H:6]1[C@@H:11]([O:12][C:13](=[O:15])[CH3:14])[C@H:10]([O:16][C:17](=[O:19])[CH3:18])[C@H:9]([O:20][C:21](=[O:23])[CH3:22])[C@@H:8]([O:24][C@H:25]2[C@H:30]([O:31][C:32](=[O:34])[CH3:33])[C@@H:29]([CH2:35][O:36][C:37](=[O:39])[CH3:38])[O:28][C@H:27](OC(=O)C)[C@H:26]2[O:44][C:45](=[O:47])[CH3:46])[O:7]1)(=[O:3])[CH3:2].[CH2:48]([Si](C)(C)C)C=C.O([Si](C)(C)C)S(C(F)(F)F)(=O)=O.[C:67](#N)[CH3:68]. (2) Given the product [C:12]([O:30][C:29]([N:15]1[C:16]2[C:12](=[CH:11][CH:10]=[C:9]([OH:8])[CH:17]=2)[CH:13]=[C:14]1[C:18]1[CH:19]=[N:20][C:21]([N:24]2[CH:28]=[N:27][CH:26]=[N:25]2)=[CH:22][CH:23]=1)=[O:31])([CH3:16])([CH3:13])[CH3:11], predict the reactants needed to synthesize it. The reactants are: C([O:8][C:9]1[CH:17]=[C:16]2[C:12]([CH:13]=[C:14]([C:18]3[CH:19]=[N:20][C:21]([N:24]4[CH:28]=[N:27][CH:26]=[N:25]4)=[CH:22][CH:23]=3)[NH:15]2)=[CH:11][CH:10]=1)C1C=CC=CC=1.[CH:29]([O-:31])=[O:30].[NH4+]. (3) Given the product [NH2:19][C:16]([CH3:17])([CH3:18])[CH2:15][N:14]1[C:10]2[C:9]3[CH:8]=[CH:7][CH:6]=[CH:5][C:4]=3[N:3]=[C:2]([NH2:1])[C:11]=2[N:12]=[C:13]1[CH2:27][O:28][CH2:29][CH3:30], predict the reactants needed to synthesize it. The reactants are: [NH2:1][C:2]1[C:11]2[N:12]=[C:13]([CH2:27][O:28][CH2:29][CH3:30])[N:14]([CH2:15][C:16]([NH:19]C(=O)OC(C)(C)C)([CH3:18])[CH3:17])[C:10]=2[C:9]2[CH:8]=[CH:7][CH:6]=[CH:5][C:4]=2[N:3]=1.Cl. (4) Given the product [Cl:14][C:12]1[CH:11]=[N:10][CH:9]=[C:8]([O:7][CH2:20][C@@H:19]2[CH2:21][CH2:16][N:22]2[CH:23]([CH3:25])[CH3:24])[CH:13]=1, predict the reactants needed to synthesize it. The reactants are: N1CCC[C@H]1C[O:7][C:8]1[CH:9]=[N:10][CH:11]=[C:12]([Cl:14])[CH:13]=1.Br[CH:16](C)C.[CH:19]([NH:22][CH:23]([CH3:25])[CH3:24])([CH3:21])[CH3:20]. (5) Given the product [C:20]([CH2:19][CH2:18][N:14]1[CH:15]=[CH:16][CH:17]=[C:13]1[C:12]1[N:6]2[C:7]([CH:8]=[N:9][C:4]([NH:22][C:23]3[CH:24]=[C:25]([NH:26][C:27](=[O:29])[CH3:28])[CH:30]=[CH:31][CH:32]=3)=[N:5]2)=[CH:10][CH:11]=1)#[N:21], predict the reactants needed to synthesize it. The reactants are: CS([C:4]1[N:9]=[CH:8][C:7]2=[CH:10][CH:11]=[C:12]([C:13]3[N:14]([CH2:18][CH2:19][C:20]#[N:21])[CH:15]=[CH:16][CH:17]=3)[N:6]2[N:5]=1)=O.[NH2:22][C:23]1[CH:24]=[C:25]([CH:30]=[CH:31][CH:32]=1)[NH:26][C:27](=[O:29])[CH3:28]. (6) The reactants are: [Br:1][C:2]1[N:3]=[C:4]([C:23]2[O:27][N:26]=[C:25]([C:28]3[CH:33]=[CH:32][C:31]([CH2:34]Br)=[CH:30][CH:29]=3)[CH:24]=2)[C:5]([N:8]([C:16]([O:18][C:19]([CH3:22])([CH3:21])[CH3:20])=[O:17])[C:9](=[O:15])[O:10][C:11]([CH3:14])([CH3:13])[CH3:12])=[N:6][CH:7]=1.[CH:36]1([NH2:39])[CH2:38][CH2:37]1.C(N(CC)CC)C.[C:47](=O)([O:53]C(C)(C)C)[O:48][C:49]([CH3:52])([CH3:51])[CH3:50]. Given the product [C:11]([O:10][C:9]([N:8]([C:16]([O:18][C:19]([CH3:22])([CH3:20])[CH3:21])=[O:17])[C:5]1[C:4]([C:23]2[O:27][N:26]=[C:25]([C:28]3[CH:33]=[CH:32][C:31]([CH2:34][N:39]([CH:36]4[CH2:38][CH2:37]4)[C:47](=[O:53])[O:48][C:49]([CH3:52])([CH3:51])[CH3:50])=[CH:30][CH:29]=3)[CH:24]=2)=[N:3][C:2]([Br:1])=[CH:7][N:6]=1)=[O:15])([CH3:13])([CH3:12])[CH3:14], predict the reactants needed to synthesize it.